From a dataset of M1 muscarinic receptor antagonist screen with 61,756 compounds. Binary Classification. Given a drug SMILES string, predict its activity (active/inactive) in a high-throughput screening assay against a specified biological target. (1) The drug is S(CC(=O)N1CCOCC1)c1n(c(nn1)c1sccc1)c1ccccc1. The result is 0 (inactive). (2) The result is 0 (inactive). The compound is O\N=C1\CCC(CC1)(c1ccccc1)C#N. (3) The molecule is O=C(N1CCC(=CC1)c1ccccc1)c1c(cccc1)C(O)=O. The result is 0 (inactive). (4) The compound is Brc1cc(C(=O)Nc2n(nc3c2CS(=O)C3)c2ccc(OC)cc2)c(Cl)cc1. The result is 0 (inactive). (5) The drug is O=C1N(C(=O)C2C1CC=1C(CCCC1C2)(C)C)c1ccccc1. The result is 0 (inactive). (6) The molecule is O1CCN(CCn2c(=N)c3c(c(n(c3nc2)Cc2occc2)c2ccccc2)c2ccccc2)CC1. The result is 1 (active). (7) The drug is O=C(NCCCOC)C1CCN(CC1)c1ncccn1. The result is 0 (inactive).